From a dataset of Forward reaction prediction with 1.9M reactions from USPTO patents (1976-2016). Predict the product of the given reaction. (1) Given the reactants [F:1][C:2]([F:15])([F:14])[C:3]1[N:8]=[C:7]([C:9]([OH:11])=[O:10])[CH:6]=[C:5]([CH:12]=C)[CH:4]=1.I([O-])(=O)(=O)=[O:17].[Na+].S([O-])([O-])(=O)=S.[Na+].[Na+].Cl, predict the reaction product. The product is: [CH:12]([C:5]1[CH:4]=[C:3]([C:2]([F:15])([F:14])[F:1])[N:8]=[C:7]([C:9]([OH:11])=[O:10])[CH:6]=1)=[O:17]. (2) The product is: [C:15]1([O:14][C:12](=[O:13])[NH:10][C:3]2[C:4]3[C:5](=[CH:6][N:7]=[CH:8][CH:9]=3)[O:1][N:2]=2)[CH:20]=[CH:19][CH:18]=[CH:17][CH:16]=1. Given the reactants [O:1]1[C:5]2=[CH:6][N:7]=[CH:8][CH:9]=[C:4]2[C:3]([NH2:10])=[N:2]1.Cl[C:12]([O:14][C:15]1[CH:20]=[CH:19][CH:18]=[CH:17][CH:16]=1)=[O:13], predict the reaction product. (3) Given the reactants [CH2:1]([OH:4])[CH:2]=[CH2:3].N1C=CC=CC=1.[C:11](Cl)(=[O:15])[O:12][CH2:13][CH3:14].Cl, predict the reaction product. The product is: [C:11](=[O:15])([O:12][CH2:13][CH3:14])[O:4][CH2:1][CH:2]=[CH2:3]. (4) Given the reactants [Cl:1][C:2]1[CH:7]=[CH:6][CH:5]=[CH:4][C:3]=1[C:8]1[C:13]([CH2:14]O)=[CH:12][CH:11]=[CH:10][N:9]=1.S(Cl)([Cl:18])=O, predict the reaction product. The product is: [Cl:18][CH2:14][C:13]1[C:8]([C:3]2[CH:4]=[CH:5][CH:6]=[CH:7][C:2]=2[Cl:1])=[N:9][CH:10]=[CH:11][CH:12]=1. (5) Given the reactants [F:1][C:2]1[CH:7]=[C:6](F)[C:5]([N+:9]([O-:11])=[O:10])=[CH:4][N:3]=1.[NH:12]1[CH2:17][CH2:16][O:15][CH2:14][CH2:13]1.CCN(CC)CC, predict the reaction product. The product is: [F:1][C:2]1[CH:7]=[C:6]([N:12]2[CH2:17][CH2:16][O:15][CH2:14][CH2:13]2)[C:5]([N+:9]([O-:11])=[O:10])=[CH:4][N:3]=1. (6) Given the reactants [CH3:1][N:2]([CH3:12])[C:3]1[CH:8]=[CH:7][CH:6]=[CH:5][C:4]=1[N+:9]([O-])=O, predict the reaction product. The product is: [CH3:1][N:2]([C:3]1[CH:8]=[CH:7][CH:6]=[CH:5][C:4]=1[NH2:9])[CH3:12]. (7) Given the reactants [C:1]([O:4][CH2:5][C:6]1[CH:11]=[C:10]([O:12][CH2:13][CH2:14][NH:15][C:16]([O:18][C:19]([CH3:22])([CH3:21])[CH3:20])=[O:17])[C:9]([O:23]CC2C=CC=CC=2)=[CH:8][N:7]=1)(=[O:3])[CH3:2], predict the reaction product. The product is: [C:1]([O:4][CH2:5][C:6]1[CH:11]=[C:10]([O:12][CH2:13][CH2:14][NH:15][C:16]([O:18][C:19]([CH3:22])([CH3:21])[CH3:20])=[O:17])[C:9]([OH:23])=[CH:8][N:7]=1)(=[O:3])[CH3:2]. (8) Given the reactants O[CH:2]1[CH:7]2[CH2:8][CH2:9][CH:3]1[CH2:4][CH:5]([C:10]1[NH:18][C:17]3[C:16](=[O:19])[N:15]([CH2:20][CH2:21][CH3:22])[C:14](=[O:23])[N:13]([CH2:24][CH2:25][CH3:26])[C:12]=3[N:11]=1)[CH2:6]2.CC1(C)[O:35][C:33](=[O:34])[CH2:32][C:30](=[O:31])[O:29]1.N1CCCCC1, predict the reaction product. The product is: [O:23]=[C:14]1[N:13]([CH2:24][CH2:25][CH3:26])[C:12]2[N:11]=[C:10]([CH:5]3[CH2:4][CH:3]4[CH:2]([CH:32]([C:33]([OH:35])=[O:34])[C:30]([OH:31])=[O:29])[CH:7]([CH2:8][CH2:9]4)[CH2:6]3)[NH:18][C:17]=2[C:16](=[O:19])[N:15]1[CH2:20][CH2:21][CH3:22].